From a dataset of Forward reaction prediction with 1.9M reactions from USPTO patents (1976-2016). Predict the product of the given reaction. (1) Given the reactants [F:1][C:2]1[CH:7]=[CH:6][C:5]([C:8]2[C:12]([CH2:13][O:14][C:15]3[CH:23]=[CH:22][C:18]([C:19]([OH:21])=O)=[CH:17][N:16]=3)=[C:11]([CH3:24])[O:10][N:9]=2)=[CH:4][CH:3]=1.F[B-](F)(F)F.N1(OC(N(C)C)=[N+](C)C)C2C=CC=CC=2N=N1.C(N(CC)C(C)C)(C)C.[NH:56]1[CH2:61][CH2:60][S:59](=[O:63])(=[O:62])[CH2:58][CH2:57]1, predict the reaction product. The product is: [O:62]=[S:59]1(=[O:63])[CH2:60][CH2:61][N:56]([C:19]([C:18]2[CH:17]=[N:16][C:15]([O:14][CH2:13][C:12]3[C:8]([C:5]4[CH:4]=[CH:3][C:2]([F:1])=[CH:7][CH:6]=4)=[N:9][O:10][C:11]=3[CH3:24])=[CH:23][CH:22]=2)=[O:21])[CH2:57][CH2:58]1. (2) The product is: [Cl:16][C:17]1[CH:18]=[C:19]2[C:23](=[CH:24][CH:25]=1)[NH:22][CH:21]=[C:20]2[CH2:26][N:12]1[C:28]([C:30]2[N:34]([CH3:35])[CH:33]=[C:32]([C:36]([O:38][CH3:39])=[O:37])[CH:31]=2)=[C:9]2[C:10]([N:5]([CH2:4][CH:1]3[CH2:2][CH2:3]3)[C:6](=[O:15])[N:7]([CH3:14])[C:8]2=[O:13])=[N:11]1. Given the reactants [CH:1]1([CH2:4][N:5]2[C:10]([NH:11][NH2:12])=[CH:9][C:8](=[O:13])[N:7]([CH3:14])[C:6]2=[O:15])[CH2:3][CH2:2]1.[Cl:16][C:17]1[CH:18]=[C:19]2[C:23](=[CH:24][CH:25]=1)[NH:22][CH:21]=[C:20]2[CH:26]=O.[CH:28]([C:30]1[N:34]([CH3:35])[CH:33]=[C:32]([C:36]([O:38][CH3:39])=[O:37])[CH:31]=1)=O, predict the reaction product.